This data is from Full USPTO retrosynthesis dataset with 1.9M reactions from patents (1976-2016). The task is: Predict the reactants needed to synthesize the given product. Given the product [N:1]12[CH2:8][CH2:7][CH:4]([CH2:5][CH2:6]1)[C@@H:3]([O:9][C:10](=[O:41])[NH:11][C:12]1[CH:17]=[C:16](/[CH:18]=[CH:19]/[CH2:20][CH2:21][N:22]3[C:26]4[CH:27]=[CH:28][C:29]([CH2:31][CH2:32][NH:46][CH2:47][C@H:48]([O:49][Si:50]([C:53]([CH3:56])([CH3:55])[CH3:54])([CH3:52])[CH3:51])[C:57]5[CH:66]=[CH:65][C:64]([OH:67])=[C:63]6[C:58]=5[CH:59]=[CH:60][C:61](=[O:68])[NH:62]6)=[CH:30][C:25]=4[O:24][C:23]3=[O:34])[CH:15]=[CH:14][C:13]=1[C:35]1[CH:36]=[CH:37][CH:38]=[CH:39][CH:40]=1)[CH2:2]2, predict the reactants needed to synthesize it. The reactants are: [N:1]12[CH2:8][CH2:7][CH:4]([CH2:5][CH2:6]1)[C@@H:3]([O:9][C:10](=[O:41])[NH:11][C:12]1[CH:17]=[C:16](/[CH:18]=[CH:19]/[CH2:20][CH2:21][N:22]3[C:26]4[CH:27]=[CH:28][C:29]([CH2:31][CH:32]=O)=[CH:30][C:25]=4[O:24][C:23]3=[O:34])[CH:15]=[CH:14][C:13]=1[C:35]1[CH:40]=[CH:39][CH:38]=[CH:37][CH:36]=1)[CH2:2]2.C(O)(=O)C.[NH2:46][CH2:47][C@@H:48]([C:57]1[CH:66]=[CH:65][C:64]([OH:67])=[C:63]2[C:58]=1[CH:59]=[CH:60][C:61](=[O:68])[NH:62]2)[O:49][Si:50]([C:53]([CH3:56])([CH3:55])[CH3:54])([CH3:52])[CH3:51].CO.[Na].